This data is from Forward reaction prediction with 1.9M reactions from USPTO patents (1976-2016). The task is: Predict the product of the given reaction. Given the reactants Br[C:2]1[CH:3]=[CH:4][C:5]([N+:8]([O-:10])=[O:9])=[N:6][CH:7]=1.[NH:11]1[CH2:16][CH2:15][CH2:14][CH2:13][CH2:12]1.C(=O)([O-])[O-].[K+].[K+], predict the reaction product. The product is: [N+:8]([C:5]1[N:6]=[CH:7][C:2]([N:11]2[CH2:16][CH2:15][CH2:14][CH2:13][CH2:12]2)=[CH:3][CH:4]=1)([O-:10])=[O:9].